From a dataset of Experimentally validated miRNA-target interactions with 360,000+ pairs, plus equal number of negative samples. Binary Classification. Given a miRNA mature sequence and a target amino acid sequence, predict their likelihood of interaction. (1) The miRNA is hsa-miR-4722-5p with sequence GGCAGGAGGGCUGUGCCAGGUUG. The protein sequence of the target gene is MDSLLGCGVSAAAREPVPRYLTSQPRVSEVAMQSAPLEQPAKRPRCDGSPRTPPSTPPATANLSADDDFQNTDLRTWEPEDVCSFLENRGFREKKVLDIFRDNKIAGSFLPFLDEDRLEDLGVSSLEERKKMIECIQQLSQSRIDLMKVFNDPIHGHIEFHPLLIRIIDTPQFQRLRYIKQLGGGYYVFPGASHNRFEHSLGVGYLAGCLVRALAEKQPELQISERDILCVQIAGLCHDLGHGPFSHMFDGRFIPRARPEKKWKHEQGSIEMFEHLVNSNELKLVMKNYGLVPEEDITFI.... Result: 0 (no interaction). (2) The protein sequence of the target gene is MANSQPKASQQRQAKVMTAAAGSASRVAVPLLLCALLVPGGAYVLDDSDGLGREFDGIGAVSGGGATSRLLVNYPEPYRSEILDYLFKPNFGASLHILKVEIGGDGQTTDGTEPSHMHYELDENYFRGYEWWLMKEAKKRNPDIILMGLPWSFPGWLGKGFSWPYVNLQLTAYYVVRWILGAKHYHDLDIDYIGIWNERPFDANYIKELRKMLDYQGLQRVRIIASDNLWEPISSSLLLDQELWKVVDVIGAHYPGTYTVWNAKMSGKKLWSSEDFSTINSNVGAGCWSRILNQNYINGN.... Result: 0 (no interaction). The miRNA is hsa-miR-7114-5p with sequence UCUGUGGAGUGGGGUGCCUGU.